From a dataset of Full USPTO retrosynthesis dataset with 1.9M reactions from patents (1976-2016). Predict the reactants needed to synthesize the given product. (1) Given the product [F:1][C:2]([F:20])([F:21])[CH2:3][CH2:4][C:5]([NH:7][C@@H:8]([CH3:19])[C:9]([OH:11])=[O:10])=[O:6], predict the reactants needed to synthesize it. The reactants are: [F:1][C:2]([F:21])([F:20])[CH2:3][CH2:4][C:5]([NH:7][C@@H:8]([CH3:19])[C:9]([O:11]CC1C=CC=CC=1)=[O:10])=[O:6]. (2) Given the product [CH2:1]([O:3][C:4]([C:6]1[N:7]([CH2:19][C:20]2[CH:25]=[CH:24][CH:23]=[C:22]([Cl:26])[CH:21]=2)[C:8]2[C:13]([C:14]=1[NH2:15])=[CH:12][CH:11]=[C:10]([Br:18])[CH:9]=2)=[O:5])[CH3:2], predict the reactants needed to synthesize it. The reactants are: [CH2:1]([O:3][C:4]([C:6]1[N:7]([CH2:19][C:20]2[CH:25]=[CH:24][CH:23]=[C:22]([Cl:26])[CH:21]=2)[C:8]2[C:13]([C:14]=1[N+:15]([O-])=O)=[CH:12][CH:11]=[C:10]([Br:18])[CH:9]=2)=[O:5])[CH3:2].[NH4+].[Cl-]. (3) Given the product [Cl:18][C:17]1[C:12]([NH:11][C:6]2[CH:7]=[CH:8][CH:9]=[CH:10][C:5]=2[C:4]([NH:40][CH2:39][CH:36]2[CH2:38][CH2:37]2)=[O:35])=[N:13][C:14]([NH:19][C:20]2[CH:34]=[CH:33][C:23]3[CH2:24][CH2:25][N:26]([CH2:29][CH2:30][O:31][CH3:32])[CH2:27][CH2:28][C:22]=3[CH:21]=2)=[N:15][CH:16]=1, predict the reactants needed to synthesize it. The reactants are: C(O[C:4](=[O:35])[C:5]1[CH:10]=[CH:9][CH:8]=[CH:7][C:6]=1[NH:11][C:12]1[C:17]([Cl:18])=[CH:16][N:15]=[C:14]([NH:19][C:20]2[CH:34]=[CH:33][C:23]3[CH2:24][CH2:25][N:26]([CH2:29][CH2:30][O:31][CH3:32])[CH2:27][CH2:28][C:22]=3[CH:21]=2)[N:13]=1)C.[CH:36]1([CH2:39][NH2:40])[CH2:38][CH2:37]1. (4) Given the product [NH2:31][C:27]1[CH:28]=[CH:29][CH:30]=[C:21]([CH2:20][O:19][C:15]2[CH:16]=[C:17]([CH3:18])[C:12]3[N:11]=[C:10]([CH3:34])[N:9]([CH2:8][C:7]4[CH:6]=[CH:5][C:4]([C:35]5[CH:36]=[CH:37][CH:38]=[CH:39][CH:40]=5)=[CH:3][C:2]=4[Cl:1])[C:13]=3[CH:14]=2)[C:22]=1[C:23]([O:25][CH3:26])=[O:24], predict the reactants needed to synthesize it. The reactants are: [Cl:1][C:2]1[CH:3]=[C:4]([C:35]2[CH:40]=[CH:39][CH:38]=[CH:37][CH:36]=2)[CH:5]=[CH:6][C:7]=1[CH2:8][N:9]1[C:13]2[CH:14]=[C:15]([O:19][CH2:20][C:21]3[CH:30]=[CH:29][CH:28]=[C:27]([N+:31]([O-])=O)[C:22]=3[C:23]([O:25][CH3:26])=[O:24])[CH:16]=[C:17]([CH3:18])[C:12]=2[N:11]=[C:10]1[CH3:34].[NH4+].[Cl-].C1COCC1.O. (5) Given the product [CH3:1][O:2][C:3]1[CH:4]=[C:5]([S:9][CH2:14][C:15]([C:17]2[CH:22]=[CH:21][CH:20]=[CH:19][N:18]=2)=[O:16])[CH:6]=[CH:7][CH:8]=1, predict the reactants needed to synthesize it. The reactants are: [CH3:1][O:2][C:3]1[CH:4]=[C:5]([SH:9])[CH:6]=[CH:7][CH:8]=1.[OH-].[K+].Br.Br[CH2:14][C:15]([C:17]1[CH:22]=[CH:21][CH:20]=[CH:19][N:18]=1)=[O:16].